This data is from Peptide-MHC class I binding affinity with 185,985 pairs from IEDB/IMGT. The task is: Regression. Given a peptide amino acid sequence and an MHC pseudo amino acid sequence, predict their binding affinity value. This is MHC class I binding data. (1) The peptide sequence is LLRRRPYPL. The MHC is HLA-A11:01 with pseudo-sequence HLA-A11:01. The binding affinity (normalized) is 0.0847. (2) The binding affinity (normalized) is 0.0847. The peptide sequence is AITTPQMTL. The MHC is HLA-A31:01 with pseudo-sequence HLA-A31:01. (3) The peptide sequence is AARHKHQVM. The MHC is HLA-A68:02 with pseudo-sequence HLA-A68:02. The binding affinity (normalized) is 0.0847. (4) The peptide sequence is ILGLPTQTV. The MHC is HLA-B07:02 with pseudo-sequence HLA-B07:02. The binding affinity (normalized) is 0.0847. (5) The peptide sequence is ALKAYFTAK. The MHC is HLA-A33:01 with pseudo-sequence HLA-A33:01. The binding affinity (normalized) is 0. (6) The peptide sequence is TVYPKTHYV. The MHC is HLA-A03:19 with pseudo-sequence HLA-A03:19. The binding affinity (normalized) is 0.509. (7) The peptide sequence is LFSKNILKY. The MHC is HLA-A68:01 with pseudo-sequence HLA-A68:01. The binding affinity (normalized) is 0.437. (8) The peptide sequence is FRRRKRMGF. The MHC is HLA-B48:01 with pseudo-sequence HLA-B48:01. The binding affinity (normalized) is 0.0847. (9) The peptide sequence is RKIYDLIEL. The MHC is HLA-A02:06 with pseudo-sequence HLA-A02:06. The binding affinity (normalized) is 0.118.